From a dataset of Forward reaction prediction with 1.9M reactions from USPTO patents (1976-2016). Predict the product of the given reaction. Given the reactants [H-].[Na+].[CH2:3]([O:10][CH2:11][C@H:12]([OH:15])[CH2:13][OH:14])[C:4]1[CH:9]=[CH:8][CH:7]=[CH:6][CH:5]=1.Br[CH2:17][CH2:18][CH2:19][CH2:20][CH2:21][CH2:22][CH2:23][CH2:24][CH2:25][CH2:26][CH2:27][CH2:28][CH2:29][CH2:30][CH2:31][CH3:32].O, predict the reaction product. The product is: [CH2:17]([O:14][CH2:13][C@H:12]([CH2:11][O:10][CH2:3][C:4]1[CH:9]=[CH:8][CH:7]=[CH:6][CH:5]=1)[O:15][CH2:32][CH2:31][CH2:30][CH2:29][CH2:28][CH2:27][CH2:26][CH2:25][CH2:24][CH2:23][CH2:22][CH2:21][CH2:20][CH2:19][CH2:18][CH3:17])[CH2:18][CH2:19][CH2:20][CH2:21][CH2:22][CH2:23][CH2:24][CH2:25][CH2:26][CH2:27][CH2:28][CH2:29][CH2:30][CH2:31][CH3:32].